From a dataset of Reaction yield outcomes from USPTO patents with 853,638 reactions. Predict the reaction yield, written as a fraction of the theoretical maximum amount of product (1.0 means a 100% yield; for example, 0.34 means a 34% yield). (1) The reactants are [F:1][C:2]1[CH:3]=[C:4]([C:8]2[C:13]([C:14]3[CH:19]=[CH:18][N:17]=[C:16](F)[CH:15]=3)=[CH:12][N:11]=[C:10]([NH2:21])[N:9]=2)[CH:5]=[CH:6][CH:7]=1.[NH3:22].C(O)C.N. The catalyst is C(O)C. The product is [NH2:22][C:16]1[CH:15]=[C:14]([C:13]2[C:8]([C:4]3[CH:5]=[CH:6][CH:7]=[C:2]([F:1])[CH:3]=3)=[N:9][C:10]([NH2:21])=[N:11][CH:12]=2)[CH:19]=[CH:18][N:17]=1. The yield is 0.120. (2) The reactants are [CH3:1][O:2][CH2:3][CH2:4][O:5][C:6]1[CH:11]=[CH:10][C:9]([C:12]2[N:13]=[C:14]3[CH:19]=[CH:18][C:17]([O:20][CH2:21][CH2:22][CH3:23])=[N:16][N:15]3[CH:24]=2)=[CH:8][CH:7]=1.[I:25]N1C(=O)CCC1=O. The catalyst is C(#N)C. The product is [CH3:1][O:2][CH2:3][CH2:4][O:5][C:6]1[CH:11]=[CH:10][C:9]([C:12]2[N:13]=[C:14]3[CH:19]=[CH:18][C:17]([O:20][CH2:21][CH2:22][CH3:23])=[N:16][N:15]3[C:24]=2[I:25])=[CH:8][CH:7]=1. The yield is 0.760.